Dataset: Catalyst prediction with 721,799 reactions and 888 catalyst types from USPTO. Task: Predict which catalyst facilitates the given reaction. (1) Reactant: [C:1]([O:7][CH2:8][CH3:9])(=[O:6])[CH2:2][C:3]([CH3:5])=O.C[C:11]1([CH3:19])[O:16]C(=O)CC(=O)O1.[C:20]([O-])(=O)[CH3:21].[NH4+:24].[CH3:25][CH:26]([CH3:30])CC=O. Product: [CH2:5]([CH:3]1[CH2:19][C:11](=[O:16])[NH:24][C:20]([CH3:21])=[C:2]1[C:1]([O:7][CH2:8][CH3:9])=[O:6])[CH:26]([CH3:30])[CH3:25]. The catalyst class is: 15. (2) Reactant: Cl[C:2]1[C:7]([C:8]([OH:10])=[O:9])=[CH:6][N:5]=[CH:4][CH:3]=1.[CH2:11]([NH2:18])[C:12]1[CH:17]=[CH:16][CH:15]=[CH:14][CH:13]=1. The catalyst class is: 23. Product: [CH2:11]([NH:18][C:2]1[C:7]([C:8]([OH:10])=[O:9])=[CH:6][N:5]=[CH:4][CH:3]=1)[C:12]1[CH:17]=[CH:16][CH:15]=[CH:14][CH:13]=1. (3) Reactant: [CH2:1]([C:3]1[C:7]([CH2:8][C:9]2[CH:17]=[C:16]([CH3:18])[C:15]([O:19]C)=[C:14]3[C:10]=2[CH2:11][CH2:12][CH2:13]3)=[C:6]([CH2:21][CH3:22])[N:5]([CH2:23][C:24]([OH:26])=[O:25])[N:4]=1)[CH3:2].B(Br)(Br)Br.O. Product: [CH2:1]([C:3]1[C:7]([CH2:8][C:9]2[CH:17]=[C:16]([CH3:18])[C:15]([OH:19])=[C:14]3[C:10]=2[CH2:11][CH2:12][CH2:13]3)=[C:6]([CH2:21][CH3:22])[N:5]([CH2:23][C:24]([OH:26])=[O:25])[N:4]=1)[CH3:2]. The catalyst class is: 2. (4) Reactant: I[C:2]1[CH:7]=[CH:6][C:5]([NH:8][CH2:9][C:10]2[CH:15]=[CH:14][C:13]([C:16]([F:19])([F:18])[F:17])=[CH:12][C:11]=2[C:20]2[CH:21]=[CH:22][C:23]([C:26]([NH:28][CH2:29][CH2:30][C:31]([O:33][CH2:34][CH3:35])=[O:32])=[O:27])=[N:24][CH:25]=2)=[CH:4][CH:3]=1.[Cl:36][C:37]1[CH:42]=[CH:41][C:40](B(O)O)=[C:39]([CH3:46])[CH:38]=1.C([O-])([O-])=O.[K+].[K+].O. Product: [Cl:36][C:37]1[CH:42]=[CH:41][C:40]([C:2]2[CH:7]=[CH:6][C:5]([NH:8][CH2:9][C:10]3[CH:15]=[CH:14][C:13]([C:16]([F:17])([F:19])[F:18])=[CH:12][C:11]=3[C:20]3[CH:21]=[CH:22][C:23]([C:26]([NH:28][CH2:29][CH2:30][C:31]([O:33][CH2:34][CH3:35])=[O:32])=[O:27])=[N:24][CH:25]=3)=[CH:4][CH:3]=2)=[C:39]([CH3:46])[CH:38]=1. The catalyst class is: 800. (5) Reactant: [CH2:1]([O:8][C:9]1[CH:10]=[C:11]([C:23]2[CH2:27][C:26]([CH2:32][C:33]([O:35]C)=[O:34])([C:28]([O:30]C)=[O:29])[O:25][N:24]=2)[CH:12]=[CH:13][C:14]=1[O:15][CH2:16][C:17]1[CH:22]=[CH:21][CH:20]=[CH:19][CH:18]=1)[C:2]1[CH:7]=[CH:6][CH:5]=[CH:4][CH:3]=1.[OH-].[Li+].Cl. Product: [CH2:1]([O:8][C:9]1[CH:10]=[C:11]([C:23]2[CH2:27][C:26]([CH2:32][C:33]([OH:35])=[O:34])([C:28]([OH:30])=[O:29])[O:25][N:24]=2)[CH:12]=[CH:13][C:14]=1[O:15][CH2:16][C:17]1[CH:22]=[CH:21][CH:20]=[CH:19][CH:18]=1)[C:2]1[CH:3]=[CH:4][CH:5]=[CH:6][CH:7]=1. The catalyst class is: 30. (6) Reactant: [NH2:1][C:2]1[CH:7]=[C:6]([Br:8])[C:5]([F:9])=[CH:4][C:3]=1[OH:10].C1C[O:14][CH2:13]C1.C1N=CN(C(N2C=NC=C2)=O)C=1. Product: [Br:8][C:6]1[C:5]([F:9])=[CH:4][C:3]2[O:10][C:13](=[O:14])[NH:1][C:2]=2[CH:7]=1. The catalyst class is: 25. (7) Reactant: [Cl:1][C:2]1[CH:10]=[CH:9][C:8]([C:11]([F:14])([F:13])[F:12])=[CH:7][C:3]=1[C:4](Cl)=[O:5].CCN(CC)CC.[C:22]([C:24]1[C:25]([C:38]([F:41])([F:40])[F:39])=[C:26]2[C:30](=[CH:31][CH:32]=1)[N:29]([CH2:33][C:34](=[NH:37])[NH:35]O)[CH:28]=[CH:27]2)#[N:23]. Product: [Cl:1][C:2]1[CH:10]=[CH:9][C:8]([C:11]([F:14])([F:13])[F:12])=[CH:7][C:3]=1[C:4]1[O:5][N:37]=[C:34]([CH2:33][N:29]2[C:30]3[C:26](=[C:25]([C:38]([F:41])([F:39])[F:40])[C:24]([C:22]#[N:23])=[CH:32][CH:31]=3)[CH:27]=[CH:28]2)[N:35]=1. The catalyst class is: 23.